This data is from Full USPTO retrosynthesis dataset with 1.9M reactions from patents (1976-2016). The task is: Predict the reactants needed to synthesize the given product. (1) The reactants are: [Cl:1][C:2]1[CH:6]=[CH:5][NH:4][C:3]=1[C:7]([O:9]C)=[O:8].O[Li].O. Given the product [Cl:1][C:2]1[CH:6]=[CH:5][NH:4][C:3]=1[C:7]([OH:9])=[O:8], predict the reactants needed to synthesize it. (2) Given the product [Cl:1][C:2]1[CH:3]=[C:4]([CH:5]=[CH:6][CH:7]=1)[O:8][C:16]1([C:20]([O:22][CH2:23][CH3:24])=[O:21])[CH2:19][CH2:18][CH2:17]1, predict the reactants needed to synthesize it. The reactants are: [Cl:1][C:2]1[CH:3]=[C:4]([OH:8])[CH:5]=[CH:6][CH:7]=1.C(=O)([O-])[O-].[Cs+].[Cs+].Br[C:16]1([C:20]([O:22][CH2:23][CH3:24])=[O:21])[CH2:19][CH2:18][CH2:17]1. (3) Given the product [Si:1]([O:8][CH:9]([CH:15]1[CH2:24][CH2:23][C:22]2[C:17](=[CH:18][CH:19]=[C:20]([C:25]3[CH:30]=[CH:29][CH:28]=[CH:27][CH:26]=3)[CH:21]=2)[CH2:16]1)[C:10]1[O:11][C:12]([Sn:36]([CH2:41][CH2:42][CH2:43][CH3:44])([CH2:45][CH2:46][CH2:47][CH3:48])[CH2:37][CH2:38][CH2:39][CH3:40])=[CH:13][N:14]=1)([C:4]([CH3:7])([CH3:5])[CH3:6])([CH3:3])[CH3:2], predict the reactants needed to synthesize it. The reactants are: [Si:1]([O:8][CH:9]([CH:15]1[CH2:24][CH2:23][C:22]2[C:17](=[CH:18][CH:19]=[C:20]([C:25]3[CH:30]=[CH:29][CH:28]=[CH:27][CH:26]=3)[CH:21]=2)[CH2:16]1)[C:10]1[O:11][CH:12]=[CH:13][N:14]=1)([C:4]([CH3:7])([CH3:6])[CH3:5])([CH3:3])[CH3:2].[Li]CCCC.[Sn:36](Cl)([CH2:45][CH2:46][CH2:47][CH3:48])([CH2:41][CH2:42][CH2:43][CH3:44])[CH2:37][CH2:38][CH2:39][CH3:40]. (4) Given the product [F:39][C:38]1[CH:37]=[CH:36][C:24]([CH2:25][C:26]2([C:29]([O:31][C:32]([CH3:35])([CH3:33])[CH3:34])=[O:30])[CH2:28][CH2:27]2)=[CH:23][C:22]=1[NH:21][C:19](=[O:20])[C@H:12]([CH:13]([C:15]([F:18])([F:17])[F:16])[CH3:14])[NH2:11], predict the reactants needed to synthesize it. The reactants are: C(OC([NH:11][C@H:12]([C:19]([NH:21][C:22]1[CH:23]=[C:24]([CH:36]=[CH:37][C:38]=1[F:39])[CH2:25][C:26]1([C:29]([O:31][C:32]([CH3:35])([CH3:34])[CH3:33])=[O:30])[CH2:28][CH2:27]1)=[O:20])[CH:13]([C:15]([F:18])([F:17])[F:16])[CH3:14])=O)C1C=CC=CC=1.